From a dataset of Catalyst prediction with 721,799 reactions and 888 catalyst types from USPTO. Predict which catalyst facilitates the given reaction. (1) Reactant: [CH2:1]([N:8]1[CH2:12][CH:11]=[CH:10][CH2:9]1)[C:2]1[CH:7]=[CH:6][CH:5]=[CH:4][CH:3]=1.[N+:13]([CH2:16][CH2:17][O:18][CH:19]1[CH2:24][CH2:23][CH2:22][CH2:21][O:20]1)([O-])=[O:14].C(N(CC)CC)C.C1(N=C=O)C=CC=CC=1. Product: [CH2:1]([N:8]1[CH2:12][CH:11]2[CH:10]([C:16]([CH2:17][O:18][CH:19]3[CH2:24][CH2:23][CH2:22][CH2:21][O:20]3)=[N:13][O:14]2)[CH2:9]1)[C:2]1[CH:7]=[CH:6][CH:5]=[CH:4][CH:3]=1. The catalyst class is: 48. (2) Reactant: Br.[Cl:2][C:3]1[C:4](Br)=[N:5][CH:6]=[CH:7][C:8]=1[C:9](=O)[CH3:10].[CH3:13][C:14]1[CH:15]=[C:16]([NH:20][C:21]([NH2:23])=[S:22])[CH:17]=[CH:18][CH:19]=1.N. Product: [Cl:2][C:3]1[CH:4]=[N:5][CH:6]=[CH:7][C:8]=1[C:9]1[N:23]=[C:21]([NH:20][C:16]2[CH:17]=[CH:18][CH:19]=[C:14]([CH3:13])[CH:15]=2)[S:22][CH:10]=1. The catalyst class is: 88.